Dataset: Peptide-MHC class II binding affinity with 134,281 pairs from IEDB. Task: Regression. Given a peptide amino acid sequence and an MHC pseudo amino acid sequence, predict their binding affinity value. This is MHC class II binding data. The peptide sequence is CEHLEDGIYGIFQST. The MHC is DRB3_0101 with pseudo-sequence DRB3_0101. The binding affinity (normalized) is 0.343.